Dataset: Forward reaction prediction with 1.9M reactions from USPTO patents (1976-2016). Task: Predict the product of the given reaction. (1) Given the reactants [NH2:1][C:2]1[CH:3]=[C:4]([C:8]2[C:17]3[C:12](=[C:13]([C:18]([F:21])([F:20])[F:19])[CH:14]=[CH:15][CH:16]=3)[N:11]=[CH:10][C:9]=2[C:22]([C:24]2[CH:29]=[CH:28][CH:27]=[CH:26][CH:25]=2)=[O:23])[CH:5]=[CH:6][CH:7]=1.[F:30][C:31]1[CH:36]=[CH:35][CH:34]=[C:33]([F:37])[C:32]=1[N:38]=[C:39]=[O:40], predict the reaction product. The product is: [C:22]([C:9]1[CH:10]=[N:11][C:12]2[C:17]([C:8]=1[C:4]1[CH:3]=[C:2]([NH:1][C:39]([NH:38][C:32]3[C:33]([F:37])=[CH:34][CH:35]=[CH:36][C:31]=3[F:30])=[O:40])[CH:7]=[CH:6][CH:5]=1)=[CH:16][CH:15]=[CH:14][C:13]=2[C:18]([F:21])([F:19])[F:20])(=[O:23])[C:24]1[CH:25]=[CH:26][CH:27]=[CH:28][CH:29]=1. (2) Given the reactants [CH2:1]([O:8][C:9]([N:11]1[C@H:15]([C:16]([OH:18])=O)[C:14](=O)[N:13]=[CH:12]1)=[O:10])[C:2]1[CH:7]=[CH:6][CH:5]=[CH:4][CH:3]=1.[CH3:20][C:21]1[CH:26]=[CH:25][C:24]([CH3:27])=[CH:23][C:22]=1[N:28]1[CH2:33][CH2:32][NH:31][CH2:30][CH2:29]1.C(N(CC)CC)C.[B-](F)(F)(F)F.CN(C([O:53]N1C(=O)C=CC=C1)=[N+](C)C)C, predict the reaction product. The product is: [CH2:1]([O:8][C:9]([N:11]1[C@H:15]([C:16]([N:31]2[CH2:30][CH2:29][N:28]([C:22]3[CH:23]=[C:24]([CH3:27])[CH:25]=[CH:26][C:21]=3[CH3:20])[CH2:33][CH2:32]2)=[O:18])[CH2:14][NH:13][C:12]1=[O:53])=[O:10])[C:2]1[CH:3]=[CH:4][CH:5]=[CH:6][CH:7]=1. (3) The product is: [CH3:1][Si:2]([CH3:45])([CH3:44])[CH2:3][CH2:4][O:5][CH2:6][N:7]([CH2:36][O:37][CH2:38][CH2:39][Si:40]([CH3:43])([CH3:42])[CH3:41])[C:8]1[N:13]2[N:14]=[CH:15][C:16]([C:17]3[CH:18]=[N:19][C:20]([C:46]4[CH:51]=[CH:50][CH:49]=[CH:48][CH:47]=4)=[CH:21][CH:22]=3)=[C:12]2[N:11]=[C:10]([CH:24]2[CH2:29][CH2:28][CH:27]([CH2:30][C:31]([O:33][CH2:34][CH3:35])=[O:32])[CH2:26][CH2:25]2)[CH:9]=1. Given the reactants [CH3:1][Si:2]([CH3:45])([CH3:44])[CH2:3][CH2:4][O:5][CH2:6][N:7]([CH2:36][O:37][CH2:38][CH2:39][Si:40]([CH3:43])([CH3:42])[CH3:41])[C:8]1[N:13]2[N:14]=[CH:15][C:16]([C:17]3[CH:18]=[N:19][C:20](Cl)=[CH:21][CH:22]=3)=[C:12]2[N:11]=[C:10]([CH:24]2[CH2:29][CH2:28][CH:27]([CH2:30][C:31]([O:33][CH2:34][CH3:35])=[O:32])[CH2:26][CH2:25]2)[CH:9]=1.[C:46]1(B(O)O)[CH:51]=[CH:50][CH:49]=[CH:48][CH:47]=1.[O-]P([O-])([O-])=O.[K+].[K+].[K+].O1CCOCC1, predict the reaction product. (4) Given the reactants Cl[CH2:2][CH2:3][N:4]([CH2:13][CH2:14]Cl)[C:5]1[CH:10]=[CH:9][C:8]([O:11][CH3:12])=[CH:7][CH:6]=1.[C:16]([O-:19])([O-])=O.[K+].[K+].[C:22]1([CH:29]=[CH:28][C:26]([OH:27])=[CH:25][CH:24]=1)[OH:23], predict the reaction product. The product is: [CH3:12][O:11][C:8]1[CH:9]=[CH:10][C:5]([N:4]([CH2:13][CH2:14][O:11][C:8]2[CH:9]=[CH:10][C:16]([OH:19])=[CH:6][CH:7]=2)[CH2:3][CH2:2][O:23][C:22]2[CH:29]=[CH:28][C:26]([OH:27])=[CH:25][CH:24]=2)=[CH:6][CH:7]=1. (5) Given the reactants [Cl:1][C:2]1[CH:3]=[CH:4][C:5]2[N:6]([CH:8]=[C:9]([NH:11][C:12](=[O:28])[CH2:13][CH2:14][CH:15]3[CH2:20][CH2:19][CH2:18][CH2:17][N:16]3C(OC(C)(C)C)=O)[N:10]=2)[N:7]=1.C(O)(C(F)(F)F)=O.C(Cl)Cl, predict the reaction product. The product is: [Cl:1][C:2]1[CH:3]=[CH:4][C:5]2[N:6]([CH:8]=[C:9]([NH:11][C:12](=[O:28])[CH2:13][CH2:14][CH:15]3[CH2:20][CH2:19][CH2:18][CH2:17][NH:16]3)[N:10]=2)[N:7]=1. (6) Given the reactants Br[CH2:2][CH2:3][CH2:4][O:5][C:6]1[CH:11]=[CH:10][C:9]([CH2:12][CH:13]([O:17][CH3:18])[C:14]([OH:16])=[O:15])=[CH:8][C:7]=1[O:19][CH3:20].[OH:21][C:22]1[CH:23]=[C:24]2[C:29](=[CH:30][CH:31]=1)[O:28][C:27]([C:32]1[CH:37]=[CH:36][CH:35]=[CH:34][CH:33]=1)=[CH:26][C:25]2=[O:38], predict the reaction product. The product is: [CH3:18][O:17][CH:13]([CH2:12][C:9]1[CH:10]=[CH:11][C:6]([O:5][CH2:4][CH2:3][CH2:2][O:21][C:22]2[CH:23]=[C:24]3[C:29](=[CH:30][CH:31]=2)[O:28][C:27]([C:32]2[CH:37]=[CH:36][CH:35]=[CH:34][CH:33]=2)=[CH:26][C:25]3=[O:38])=[C:7]([O:19][CH3:20])[CH:8]=1)[C:14]([OH:16])=[O:15].